From a dataset of HIV replication inhibition screening data with 41,000+ compounds from the AIDS Antiviral Screen. Binary Classification. Given a drug SMILES string, predict its activity (active/inactive) in a high-throughput screening assay against a specified biological target. The compound is O=C1c2ccccc2-c2nc3ncccc3cc21. The result is 0 (inactive).